From a dataset of Forward reaction prediction with 1.9M reactions from USPTO patents (1976-2016). Predict the product of the given reaction. (1) Given the reactants [CH3:1]I.[N:3]1[CH:8]=[CH:7][CH:6]=[C:5]([C:9]2[CH:16]=[CH:15][C:12]([CH:13]=[O:14])=[CH:11][CH:10]=2)[CH:4]=1.[BH4-].[Na+], predict the reaction product. The product is: [OH:14][CH2:13][C:12]1[CH:15]=[CH:16][C:9]([C:5]2[CH2:4][N:3]([CH3:1])[CH2:8][CH2:7][CH:6]=2)=[CH:10][CH:11]=1. (2) Given the reactants [CH2:1]([Li])CCC.[I-].C[S+](C)C.[CH2:11]([O:15][CH2:16][C:17]1[CH:22]=[CH:21][CH:20]=[CH:19][CH:18]=1)[CH:12]1[O:14][CH2:13]1.O, predict the reaction product. The product is: [CH2:16]([O:15][CH2:11][CH:12]([OH:14])[CH:13]=[CH2:1])[C:17]1[CH:22]=[CH:21][CH:20]=[CH:19][CH:18]=1. (3) Given the reactants I/[CH:2]=[CH:3]/[C:4]1[CH:5]=[N:6][N:7]([CH3:9])[CH:8]=1.[C:10]([C:12]1[CH:21]=[CH:20][C:15]([C:16]([O:18][CH3:19])=[O:17])=[CH:14][CH:13]=1)#[CH:11].N(C(C)C)C(C)C, predict the reaction product. The product is: [CH3:9][N:7]1[CH:8]=[C:4](/[CH:3]=[CH:2]/[C:11]#[C:10][C:12]2[CH:21]=[CH:20][C:15]([C:16]([O:18][CH3:19])=[O:17])=[CH:14][CH:13]=2)[CH:5]=[N:6]1. (4) Given the reactants [C:1]([N:4]1[C:12]2[C:7](=[CH:8][C:9]([O:13][CH3:14])=[CH:10][CH:11]=2)[CH2:6][CH:5]1[C:15]([NH2:17])=O)(=[O:3])[CH3:2].C(N(CC)CC)C.ClC(Cl)(Cl)C(Cl)=O, predict the reaction product. The product is: [C:1]([N:4]1[C:12]2[C:7](=[CH:8][C:9]([O:13][CH3:14])=[CH:10][CH:11]=2)[CH2:6][CH:5]1[C:15]#[N:17])(=[O:3])[CH3:2]. (5) Given the reactants [NH:1]1[CH2:6][CH2:5][O:4][CH2:3][CH2:2]1.Br[CH2:8][C:9]([C:11]1[CH:16]=[CH:15][CH:14]=[C:13]([Br:17])[CH:12]=1)=[O:10], predict the reaction product. The product is: [Br:17][C:13]1[CH:12]=[C:11]([C:9](=[O:10])[CH2:8][N:1]2[CH2:6][CH2:5][O:4][CH2:3][CH2:2]2)[CH:16]=[CH:15][CH:14]=1.